This data is from NCI-60 drug combinations with 297,098 pairs across 59 cell lines. The task is: Regression. Given two drug SMILES strings and cell line genomic features, predict the synergy score measuring deviation from expected non-interaction effect. (1) Drug 1: CC12CCC(CC1=CCC3C2CCC4(C3CC=C4C5=CN=CC=C5)C)O. Drug 2: CCCCCOC(=O)NC1=NC(=O)N(C=C1F)C2C(C(C(O2)C)O)O. Cell line: NCIH23. Synergy scores: CSS=6.09, Synergy_ZIP=-0.293, Synergy_Bliss=2.03, Synergy_Loewe=-0.624, Synergy_HSA=0.514. (2) Cell line: MDA-MB-435. Drug 1: CC1=C(C(=O)C2=C(C1=O)N3CC4C(C3(C2COC(=O)N)OC)N4)N. Drug 2: CC1CCCC2(C(O2)CC(NC(=O)CC(C(C(=O)C(C1O)C)(C)C)O)C(=CC3=CSC(=N3)C)C)C. Synergy scores: CSS=22.6, Synergy_ZIP=-2.14, Synergy_Bliss=-3.90, Synergy_Loewe=-12.5, Synergy_HSA=-3.13. (3) Drug 1: CC1CC2C3CCC4=CC(=O)C=CC4(C3(C(CC2(C1(C(=O)CO)O)C)O)F)C. Drug 2: CC1CCC2CC(C(=CC=CC=CC(CC(C(=O)C(C(C(=CC(C(=O)CC(OC(=O)C3CCCCN3C(=O)C(=O)C1(O2)O)C(C)CC4CCC(C(C4)OC)OP(=O)(C)C)C)C)O)OC)C)C)C)OC. Cell line: HT29. Synergy scores: CSS=23.3, Synergy_ZIP=5.05, Synergy_Bliss=7.06, Synergy_Loewe=-4.98, Synergy_HSA=6.54. (4) Drug 1: C1=CC(=CC=C1C#N)C(C2=CC=C(C=C2)C#N)N3C=NC=N3. Drug 2: C(CCl)NC(=O)N(CCCl)N=O. Cell line: RXF 393. Synergy scores: CSS=1.47, Synergy_ZIP=6.46, Synergy_Bliss=2.80, Synergy_Loewe=-2.80, Synergy_HSA=-2.86. (5) Drug 1: C1CC(C1)(C(=O)O)C(=O)O.[NH2-].[NH2-].[Pt+2]. Drug 2: CNC(=O)C1=NC=CC(=C1)OC2=CC=C(C=C2)NC(=O)NC3=CC(=C(C=C3)Cl)C(F)(F)F. Cell line: EKVX. Synergy scores: CSS=1.39, Synergy_ZIP=-1.82, Synergy_Bliss=-1.54, Synergy_Loewe=-4.79, Synergy_HSA=-2.62. (6) Drug 1: CC1=C(C(CCC1)(C)C)C=CC(=CC=CC(=CC(=O)O)C)C. Drug 2: C1=NC2=C(N1)C(=S)N=CN2. Cell line: SNB-75. Synergy scores: CSS=17.7, Synergy_ZIP=-9.93, Synergy_Bliss=-1.46, Synergy_Loewe=-17.8, Synergy_HSA=-2.97. (7) Drug 1: C1CN1P(=S)(N2CC2)N3CC3. Drug 2: CC(C)CN1C=NC2=C1C3=CC=CC=C3N=C2N. Cell line: LOX IMVI. Synergy scores: CSS=29.6, Synergy_ZIP=-9.08, Synergy_Bliss=-6.31, Synergy_Loewe=-5.93, Synergy_HSA=-5.88.